Dataset: Full USPTO retrosynthesis dataset with 1.9M reactions from patents (1976-2016). Task: Predict the reactants needed to synthesize the given product. (1) Given the product [CH2:25]([O:32][C:33]1[CH:34]=[CH:35][C:36]([C:37]#[N:38])=[C:39]([CH3:3])[C:40]=1[N:17]1[C:13](=[O:23])[C:14]2[C:15](=[CH:19][CH:20]=[CH:21][CH:22]=2)[C:16]1=[O:18])[C:26]1[CH:27]=[CH:28][CH:29]=[CH:30][CH:31]=1, predict the reactants needed to synthesize it. The reactants are: N(C(OCC)=O)=N[C:3](OCC)=O.[C:13]1(=[O:23])[NH:17][C:16](=[O:18])[C:15]2=[CH:19][CH:20]=[CH:21][CH:22]=[C:14]12.[K].[CH2:25]([O:32][C:33]1[CH:40]=[CH:39][C:36]([C:37]#[N:38])=[CH:35][C:34]=1CO)[C:26]1[CH:31]=[CH:30][CH:29]=[CH:28][CH:27]=1.C1(P(C2C=CC=CC=2)C2C=CC=CC=2)C=CC=CC=1. (2) Given the product [F:1][C:2]1[CH:3]=[C:4]2[C:9](=[CH:10][CH:11]=1)[N:8]=[C:7]([C:12]([OH:14])=[O:13])[CH:6]=[N:5]2, predict the reactants needed to synthesize it. The reactants are: [F:1][C:2]1[CH:3]=[C:4]2[C:9](=[CH:10][CH:11]=1)[N:8]=[C:7]([CH:12]=[O:13])[CH:6]=[N:5]2.[OH:14]O. (3) Given the product [C:1]([O:5][C:6]([N:8]1[CH2:13][C@@H:12]2[C@@H:10]([CH2:11]2)[C@H:9]1[CH2:14][NH:15][C:25]([C:24]1[CH:23]=[CH:22][CH:21]=[C:20]2[O:16][CH:17]=[CH:18][C:19]=12)=[O:26])=[O:7])([CH3:4])([CH3:3])[CH3:2], predict the reactants needed to synthesize it. The reactants are: [C:1]([O:5][C:6]([N:8]1[CH2:13][C@@H:12]2[C@@H:10]([CH2:11]2)[C@H:9]1[CH2:14][NH2:15])=[O:7])([CH3:4])([CH3:3])[CH3:2].[O:16]1[C:20]2=[CH:21][CH:22]=[CH:23][C:24]([C:25](O)=[O:26])=[C:19]2[CH:18]=[CH:17]1. (4) Given the product [Br:10][CH2:11][CH2:12][CH2:13][O:7][C:1]1[CH:6]=[CH:5][CH:4]=[CH:3][CH:2]=1, predict the reactants needed to synthesize it. The reactants are: [C:1]1([OH:7])[CH:6]=[CH:5][CH:4]=[CH:3][CH:2]=1.[OH-].[Na+].[Br:10][CH2:11][CH2:12][CH2:13]Br. (5) Given the product [Cl:1][C:2]1[C:6]([N:7]([CH2:13][C:14]#[CH:15])[C:8](=[O:12])[CH2:9][N:10]([CH3:11])[S:23]([CH3:22])(=[O:25])=[O:24])=[CH:5][N:4]([C:16]2[CH:17]=[N:18][CH:19]=[CH:20][CH:21]=2)[N:3]=1, predict the reactants needed to synthesize it. The reactants are: [Cl:1][C:2]1[C:6]([N:7]([CH2:13][C:14]#[CH:15])[C:8](=[O:12])[CH2:9][NH:10][CH3:11])=[CH:5][N:4]([C:16]2[CH:17]=[N:18][CH:19]=[CH:20][CH:21]=2)[N:3]=1.[CH3:22][S:23](Cl)(=[O:25])=[O:24].C(N(C(C)C)CC)(C)C.C([O-])(O)=O.[Na+]. (6) Given the product [O:9]1[C:5]([CH2:3][OH:2])=[CH:6][C:7]2[CH2:12][CH2:11][CH2:10][C:8]1=2, predict the reactants needed to synthesize it. The reactants are: C[O:2][C:3]([C:5]1[O:9][C:8]2[CH2:10][CH2:11][CH2:12][C:7]=2[CH:6]=1)=O.[H-].[H-].[H-].[H-].[Li+].[Al+3]. (7) Given the product [CH2:1]([O:8][N:9]1[C:14]2[N:15]=[CH:16][N:17]=[C:18]([CH3:19])[C:13]=2[C:12]([NH:48][CH2:42][C:43]2[O:47][CH:46]=[CH:45][CH:44]=2)=[CH:11][C:10]1=[O:26])[C:2]1[CH:3]=[CH:4][CH:5]=[CH:6][CH:7]=1, predict the reactants needed to synthesize it. The reactants are: [CH2:1]([O:8][N:9]1[C:14]2[N:15]=[CH:16][N:17]=[C:18]([CH3:19])[C:13]=2[C:12](O)=[C:11](C(OCC)=O)[C:10]1=[O:26])[C:2]1[CH:7]=[CH:6][CH:5]=[CH:4][CH:3]=1.FC(F)(F)S(OS(C(F)(F)F)(=O)=O)(=O)=O.[CH2:42]([NH2:48])[C:43]1[O:47][CH:46]=[CH:45][CH:44]=1.[OH-].[Na+].